From a dataset of Experimental lipophilicity measurements (octanol/water distribution) for 4,200 compounds from AstraZeneca. Regression/Classification. Given a drug SMILES string, predict its absorption, distribution, metabolism, or excretion properties. Task type varies by dataset: regression for continuous measurements (e.g., permeability, clearance, half-life) or binary classification for categorical outcomes (e.g., BBB penetration, CYP inhibition). For this dataset (lipophilicity_astrazeneca), we predict Y. The compound is O=C(COCc1ccccn1)N1CCN(c2ccc(Cl)cc2Cl)CC1. The Y is 3.47 logD.